Dataset: Forward reaction prediction with 1.9M reactions from USPTO patents (1976-2016). Task: Predict the product of the given reaction. (1) Given the reactants [BH4-].[Na+].[O:3]1[CH:7]=[CH:6][C:5]([C:8]2[CH:9]=[C:10]([C:33]([F:36])([F:35])[F:34])[C:11]3[N:12]([C:14]([CH:31]=[O:32])=[C:15]([C:17]([N:19]4[CH2:24][CH2:23][CH:22]([N:25]5[CH2:29][CH2:28][O:27][C:26]5=[O:30])[CH2:21][CH2:20]4)=[O:18])[N:16]=3)[CH:13]=2)=[CH:4]1, predict the reaction product. The product is: [O:3]1[CH:7]=[CH:6][C:5]([C:8]2[CH:9]=[C:10]([C:33]([F:34])([F:36])[F:35])[C:11]3[N:12]([C:14]([CH2:31][OH:32])=[C:15]([C:17]([N:19]4[CH2:20][CH2:21][CH:22]([N:25]5[CH2:29][CH2:28][O:27][C:26]5=[O:30])[CH2:23][CH2:24]4)=[O:18])[N:16]=3)[CH:13]=2)=[CH:4]1. (2) The product is: [CH3:1][CH:2]([CH3:15])[CH2:3][CH2:4][NH:5][C:6]([C:8]1[N:9]=[N:10][C:11]([N:19]2[CH2:20][CH2:21][N:16]([C:22](=[O:23])[C:24]3[CH:29]=[CH:28][CH:27]=[CH:26][C:25]=3[C:30]([F:33])([F:31])[F:32])[CH2:17][CH2:18]2)=[CH:12][CH:13]=1)=[O:7]. Given the reactants [CH3:1][CH:2]([CH3:15])[CH2:3][CH2:4][NH:5][C:6]([C:8]1[N:9]=[N:10][C:11](Cl)=[CH:12][CH:13]=1)=[O:7].[N:16]1([C:22]([C:24]2[CH:29]=[CH:28][CH:27]=[CH:26][C:25]=2[C:30]([F:33])([F:32])[F:31])=[O:23])[CH2:21][CH2:20][NH:19][CH2:18][CH2:17]1, predict the reaction product. (3) The product is: [Cl:1][C:2]1[C:3]([N:12]2[CH2:17][CH2:16][N:15]([CH3:18])[CH2:14][CH2:13]2)=[C:4]([NH2:9])[C:5]([NH2:6])=[CH:7][CH:8]=1. Given the reactants [Cl:1][C:2]1[CH:8]=[CH:7][C:5]([NH2:6])=[C:4]([N+:9]([O-])=O)[C:3]=1[N:12]1[CH2:17][CH2:16][N:15]([CH3:18])[CH2:14][CH2:13]1.[BH4-].[Na+], predict the reaction product. (4) Given the reactants O=[C:2]([CH2:7][CH2:8][C:9]([O:11]C)=O)[C:3]([O:5][CH3:6])=[O:4].Cl.Cl.[CH2:15]([NH:22][NH2:23])[C:16]1[CH:21]=[CH:20][CH:19]=[CH:18][CH:17]=1, predict the reaction product. The product is: [CH2:15]([N:22]1[C:9](=[O:11])[CH2:8][CH2:7][C:2]([C:3]([O:5][CH3:6])=[O:4])=[N:23]1)[C:16]1[CH:21]=[CH:20][CH:19]=[CH:18][CH:17]=1. (5) The product is: [C:15]([O:14][C:12]([NH:1][C:2]1[S:3][C:4]([CH3:11])=[C:5]([C:7]([O:9][CH3:10])=[O:8])[N:6]=1)=[O:13])([CH3:18])([CH3:17])[CH3:16]. Given the reactants [NH2:1][C:2]1[S:3][C:4]([CH3:11])=[C:5]([C:7]([O:9][CH3:10])=[O:8])[N:6]=1.[C:12](O[C:12]([O:14][C:15]([CH3:18])([CH3:17])[CH3:16])=[O:13])([O:14][C:15]([CH3:18])([CH3:17])[CH3:16])=[O:13].C(N(CC)CC)C, predict the reaction product. (6) Given the reactants O1C2CCCC([NH2:10])C=2C=C1.[CH3:11][O:12][C:13]1[CH:14]=[CH:15][CH:16]=[C:17]2[C:22]=1C(=O)[CH2:20][CH2:19][CH2:18]2, predict the reaction product. The product is: [CH3:11][O:12][C:13]1[CH:22]=[C:17]2[C:16]([CH2:20][CH2:19][CH:18]2[NH2:10])=[CH:15][CH:14]=1. (7) Given the reactants F[C:2]1[CH:21]=[N:20][CH:19]=[C:18]([CH:22]([CH3:24])[CH3:23])[C:3]=1[C:4]([NH:6][C:7](=[NH:17])[C:8]1[CH:13]=[CH:12][N:11]=[C:10]2[NH:14][CH:15]=[CH:16][C:9]=12)=[O:5].C([O-])([O-])=O.[Cs+].[Cs+], predict the reaction product. The product is: [CH:22]([C:18]1[C:3]2[C:4]([OH:5])=[N:6][C:7]([C:8]3[CH:13]=[CH:12][N:11]=[C:10]4[NH:14][CH:15]=[CH:16][C:9]=34)=[N:17][C:2]=2[CH:21]=[N:20][CH:19]=1)([CH3:24])[CH3:23].